This data is from Catalyst prediction with 721,799 reactions and 888 catalyst types from USPTO. The task is: Predict which catalyst facilitates the given reaction. Reactant: [NH2:1][C@H:2]1[CH2:7][CH2:6][C@H:5]([CH2:8][NH:9][C:10]2[N:15]=[C:14]([N:16]3[C:20]4[CH:21]=[CH:22][CH:23]=[CH:24][C:19]=4[N:18]=[C:17]3[CH:25]([F:27])[F:26])[CH:13]=[C:12]([N:28]3[CH2:33][CH2:32][O:31][CH2:30][CH2:29]3)[N:11]=2)[CH2:4][CH2:3]1.[F:34][CH:35]([CH3:48])[CH2:36]OS(C1C=CC(C)=CC=1)(=O)=O.P([O-])([O-])([O-])=O.[K+].[K+].[K+].O. Product: [F:34][CH:35]([CH3:48])[CH2:36][N:1]([CH2:48][CH:35]([F:34])[CH3:36])[C@H:2]1[CH2:7][CH2:6][C@H:5]([CH2:8][NH:9][C:10]2[N:15]=[C:14]([N:16]3[C:20]4[CH:21]=[CH:22][CH:23]=[CH:24][C:19]=4[N:18]=[C:17]3[CH:25]([F:26])[F:27])[CH:13]=[C:12]([N:28]3[CH2:29][CH2:30][O:31][CH2:32][CH2:33]3)[N:11]=2)[CH2:4][CH2:3]1. The catalyst class is: 44.